This data is from Reaction yield outcomes from USPTO patents with 853,638 reactions. The task is: Predict the reaction yield, written as a fraction of the theoretical maximum amount of product (1.0 means a 100% yield; for example, 0.34 means a 34% yield). (1) The reactants are [H-].[Na+].[CH3:3][N:4]1[CH2:9][CH2:8][CH2:7][C@@H:6]([CH2:10][OH:11])[CH2:5]1.[CH3:12][C:13]1[CH:18]=[CH:17][C:16]([N:19]2[CH2:24][CH2:23][N:22]([C:25](OC3C=CC([N+]([O-])=O)=CC=3)=[O:26])[CH2:21][CH2:20]2)=[CH:15][CH:14]=1. The catalyst is CCCCCCC.C1COCC1. The product is [CH3:12][C:13]1[CH:14]=[CH:15][C:16]([N:19]2[CH2:20][CH2:21][N:22]([C:25]([O:11][CH2:10][C@@H:6]3[CH2:7][CH2:8][CH2:9][N:4]([CH3:3])[CH2:5]3)=[O:26])[CH2:23][CH2:24]2)=[CH:17][CH:18]=1. The yield is 0.320. (2) The product is [CH3:11][O:10][CH2:9][CH2:8][C:6]1[CH:5]=[CH:4][C:3]([B:15]2[O:16][C:17]([CH3:19])([CH3:18])[C:13]([CH3:29])([CH3:12])[O:14]2)=[CH:2][CH:7]=1. The reactants are Br[C:2]1[CH:7]=[C:6]([CH2:8][CH2:9][O:10][CH3:11])[CH:5]=[CH:4][CH:3]=1.[CH3:12][C:13]1([CH3:29])[C:17]([CH3:19])([CH3:18])[O:16][B:15]([B:15]2[O:16][C:17]([CH3:19])([CH3:18])[C:13]([CH3:29])([CH3:12])[O:14]2)[O:14]1.C([O-])(=O)C.[K+].O. The yield is 0.190. The catalyst is CN(C)C=O.C([O-])(=O)C.[Pd+2].C([O-])(=O)C.C(Cl)Cl. (3) The reactants are [CH2:1]([C:9]1[CH:14]=[CH:13][CH:12]=[CH:11][CH:10]=1)[CH2:2][CH2:3][CH2:4][CH2:5][CH2:6][CH2:7][CH3:8].C1N2CN3CN(C2)CN1C3.FC(F)(F)[C:27](O)=[O:28]. No catalyst specified. The product is [CH2:1]([C:9]1[CH:10]=[CH:11][C:12]([CH:27]=[O:28])=[CH:13][CH:14]=1)[CH2:2][CH2:3][CH2:4][CH2:5][CH2:6][CH2:7][CH3:8]. The yield is 0.290. (4) The reactants are [C:1]([O-])(=O)C.[Na+].[C:6]([O-:9])([O-])=[O:7].[K+].[K+].[CH2:12]([O:19][C:20]1[N:25]=[CH:24][C:23]([OH:26])=[C:22]([C:27]#[C:28][C:29]2[CH:34]=[CH:33][C:32]([F:35])=[CH:31][CH:30]=2)[CH:21]=1)[C:13]1[CH:18]=[CH:17][CH:16]=[CH:15][CH:14]=1. The catalyst is CO.O.O.[Cu](Cl)Cl.[Pd](Cl)Cl. The product is [CH2:12]([O:19][C:20]1[CH:21]=[C:22]2[C:27]([C:6]([O:9][CH3:1])=[O:7])=[C:28]([C:29]3[CH:34]=[CH:33][C:32]([F:35])=[CH:31][CH:30]=3)[O:26][C:23]2=[CH:24][N:25]=1)[C:13]1[CH:14]=[CH:15][CH:16]=[CH:17][CH:18]=1. The yield is 1.00. (5) The reactants are [CH2:1]([C:4]1[CH:5]=[C:6]([CH:11]=[CH:12][C:13]=1[CH3:14])[C:7]([NH:9][NH2:10])=[O:8])[CH:2]=[CH2:3].C(N(C(C)C)CC)(C)C.[C:24](O[C:24](=O)[CH2:25][CH:26]([CH3:28])[CH3:27])(=O)[CH2:25][CH:26]([CH3:28])[CH3:27].C1(P(C2C=CC=CC=2)C2C=CC=CC=2)C=CC=CC=1.ClC(Cl)(Cl)C(Cl)(Cl)Cl. The catalyst is C(#N)C. The product is [CH2:1]([C:4]1[CH:5]=[C:6]([C:7]2[O:8][C:24]([CH2:25][CH:26]([CH3:28])[CH3:27])=[N:10][N:9]=2)[CH:11]=[CH:12][C:13]=1[CH3:14])[CH:2]=[CH2:3]. The yield is 0.980.